From a dataset of Reaction yield outcomes from USPTO patents with 853,638 reactions. Predict the reaction yield, written as a fraction of the theoretical maximum amount of product (1.0 means a 100% yield; for example, 0.34 means a 34% yield). (1) The reactants are [F:1][C:2]1[CH:9]=[C:8]([OH:10])[CH:7]=[C:6]([F:11])[C:3]=1[CH:4]=[O:5].N1C=CC=CC=1.[N:18]1([C:24](Cl)=[O:25])[CH2:23][CH2:22][O:21][CH2:20][CH2:19]1. The catalyst is C(Cl)Cl.O. The product is [N:18]1([C:24]([O:10][C:8]2[CH:9]=[C:2]([F:1])[C:3]([CH:4]=[O:5])=[C:6]([F:11])[CH:7]=2)=[O:25])[CH2:23][CH2:22][O:21][CH2:20][CH2:19]1. The yield is 0.940. (2) The product is [C:13]([C:15]1[CH:22]=[CH:21][C:18]([CH2:19][NH:20][S:8]([C:5]2[CH:6]=[CH:7][C:2]([F:1])=[CH:3][CH:4]=2)(=[O:10])=[O:9])=[CH:17][CH:16]=1)#[N:14]. The reactants are [F:1][C:2]1[CH:7]=[CH:6][C:5]([S:8](Cl)(=[O:10])=[O:9])=[CH:4][CH:3]=1.Cl.[C:13]([C:15]1[CH:22]=[CH:21][C:18]([CH2:19][NH2:20])=[CH:17][CH:16]=1)#[N:14].[Cl-].[Na+]. The yield is 0.890. No catalyst specified.